Dataset: Peptide-MHC class I binding affinity with 185,985 pairs from IEDB/IMGT. Task: Regression. Given a peptide amino acid sequence and an MHC pseudo amino acid sequence, predict their binding affinity value. This is MHC class I binding data. (1) The peptide sequence is DEPASTEPVHDQLL. The MHC is HLA-A29:02 with pseudo-sequence HLA-A29:02. The binding affinity (normalized) is 0. (2) The peptide sequence is DSFAKQPQW. The MHC is HLA-A69:01 with pseudo-sequence HLA-A69:01. The binding affinity (normalized) is 0.0847. (3) The peptide sequence is CASSSDWFY. The MHC is HLA-B51:01 with pseudo-sequence HLA-B51:01. The binding affinity (normalized) is 0.0847. (4) The peptide sequence is LLFKTSAGV. The MHC is HLA-A02:17 with pseudo-sequence HLA-A02:17. The binding affinity (normalized) is 0.552. (5) The peptide sequence is LLMEACVPKV. The MHC is HLA-A02:01 with pseudo-sequence HLA-A02:01. The binding affinity (normalized) is 0.843. (6) The peptide sequence is IINNAVYTK. The MHC is HLA-A03:01 with pseudo-sequence HLA-A03:01. The binding affinity (normalized) is 0.665. (7) The peptide sequence is DMDFDLNIFM. The MHC is HLA-A02:03 with pseudo-sequence HLA-A02:03. The binding affinity (normalized) is 0.213. (8) The peptide sequence is SESDLEFSW. The MHC is HLA-B40:01 with pseudo-sequence HLA-B40:01. The binding affinity (normalized) is 0.111. (9) The peptide sequence is RRQDILDLWIY. The MHC is HLA-B53:01 with pseudo-sequence HLA-B53:01. The binding affinity (normalized) is 0.0481. (10) The peptide sequence is DLMSSKDDV. The MHC is HLA-A68:02 with pseudo-sequence HLA-A68:02. The binding affinity (normalized) is 0.458.